Dataset: Full USPTO retrosynthesis dataset with 1.9M reactions from patents (1976-2016). Task: Predict the reactants needed to synthesize the given product. Given the product [N+:1]([C:4]1[CH:12]=[C:11]2[C:7]([C:8]([C:13]3[CH2:22][CH2:21][C:16](=[O:17])[CH2:15][CH:14]=3)=[CH:9][NH:10]2)=[CH:6][CH:5]=1)([O-:3])=[O:2], predict the reactants needed to synthesize it. The reactants are: [N+:1]([C:4]1[CH:12]=[C:11]2[C:7]([C:8]([C:13]3[CH2:22][CH2:21][C:16]4(OCC[O:17]4)[CH2:15][CH:14]=3)=[CH:9][NH:10]2)=[CH:6][CH:5]=1)([O-:3])=[O:2].Cl.